From a dataset of Full USPTO retrosynthesis dataset with 1.9M reactions from patents (1976-2016). Predict the reactants needed to synthesize the given product. (1) The reactants are: [NH2:1][O:2][CH:3]1[CH2:8][CH2:7][N:6]([C:9]([O:11][C:12]([CH3:15])([CH3:14])[CH3:13])=[O:10])[CH2:5][CH2:4]1.ClC([O:19][C:20](Cl)(Cl)Cl)=O.C.[F:25][C:26]1[CH:32]=[CH:31][C:29]([NH2:30])=[CH:28][CH:27]=1.C(N(CC)C(C)C)(C)C. Given the product [F:25][C:26]1[CH:32]=[CH:31][C:29]([NH:30][C:20](=[O:19])[NH:1][O:2][CH:3]2[CH2:4][CH2:5][N:6]([C:9]([O:11][C:12]([CH3:15])([CH3:14])[CH3:13])=[O:10])[CH2:7][CH2:8]2)=[CH:28][CH:27]=1, predict the reactants needed to synthesize it. (2) Given the product [NH2:40][C:35]1[C:34]([C:29]2[CH:30]=[CH:31][CH:32]=[CH:33][N:28]=2)=[C:38]2[NH:39][C:9]([C:3]3[CH:4]=[CH:5][C:6]([F:8])=[CH:7][C:2]=3[F:1])=[CH:10][C:11](=[O:13])[N:37]2[N:36]=1, predict the reactants needed to synthesize it. The reactants are: [F:1][C:2]1[CH:7]=[C:6]([F:8])[CH:5]=[CH:4][C:3]=1[C:9](=O)[CH2:10][C:11]([O:13]CC)=O.CC1C=CC(S(O)(=O)=O)=CC=1.[N:28]1[CH:33]=[CH:32][CH:31]=[CH:30][C:29]=1[C:34]1[C:35]([NH2:40])=[N:36][NH:37][C:38]=1[NH2:39]. (3) Given the product [N:1]1([CH:7]2[CH2:12][CH2:11][N:10]([C:13]3[CH:20]=[CH:19][C:16]([CH2:17][NH:21][C:22]4[CH:27]=[CH:26][CH:25]=[CH:24][N:23]=4)=[CH:15][CH:14]=3)[CH2:9][CH2:8]2)[CH2:6][CH2:5][CH2:4][CH2:3][CH2:2]1, predict the reactants needed to synthesize it. The reactants are: [N:1]1([CH:7]2[CH2:12][CH2:11][N:10]([C:13]3[CH:20]=[CH:19][C:16]([CH:17]=O)=[CH:15][CH:14]=3)[CH2:9][CH2:8]2)[CH2:6][CH2:5][CH2:4][CH2:3][CH2:2]1.[NH2:21][C:22]1[CH:27]=[CH:26][CH:25]=[CH:24][N:23]=1.C(O[BH-](OC(=O)C)OC(=O)C)(=O)C.[Na+].[OH-].[K+]. (4) Given the product [CH3:13][O:12][C:10]1[CH:9]=[C:5]([CH:4]=[C:3]([O:2][CH3:1])[CH:11]=1)[C:6]([NH:50][C@@H:46]1[CH2:47][CH2:48][CH2:49][C@H:44]([C:42]2[NH:41][C:40]3[CH:51]=[CH:52][C:37]([C:36]([F:54])([F:53])[F:35])=[CH:38][C:39]=3[N:43]=2)[CH2:45]1)=[O:8], predict the reactants needed to synthesize it. The reactants are: [CH3:1][O:2][C:3]1[CH:4]=[C:5]([CH:9]=[C:10]([O:12][CH3:13])[CH:11]=1)[C:6]([OH:8])=O.C(N(CC)CC)C.ClC(OC(C)C)=O.C1(C)C=CC=CC=1.[F:35][C:36]([F:54])([F:53])[C:37]1[CH:52]=[CH:51][C:40]2[NH:41][C:42]([C@H:44]3[CH2:49][CH2:48][CH2:47][C@@H:46]([NH2:50])[CH2:45]3)=[N:43][C:39]=2[CH:38]=1.